Dataset: Full USPTO retrosynthesis dataset with 1.9M reactions from patents (1976-2016). Task: Predict the reactants needed to synthesize the given product. (1) Given the product [CH2:58]([C:53]1[C:52]([C:62]#[N:63])=[C:51]([C:64]2[CH:69]=[CH:68][C:67]([CH3:70])=[CH:66][CH:65]=2)[C:50]2[C:55](=[CH:56][CH:57]=[C:48]([N:74]3[CH2:75][CH2:76][NH:71][C:72](=[O:77])[CH2:73]3)[CH:49]=2)[N:54]=1)[CH:59]([CH3:60])[CH3:61], predict the reactants needed to synthesize it. The reactants are: C1(P(C2C=CC=CC=2)C2C=CC3C(=CC=CC=3)C=2C2C3C(=CC=CC=3)C=CC=2P(C2C=CC=CC=2)C2C=CC=CC=2)C=CC=CC=1.Br[C:48]1[CH:49]=[C:50]2[C:55](=[CH:56][CH:57]=1)[N:54]=[C:53]([CH2:58][CH:59]([CH3:61])[CH3:60])[C:52]([C:62]#[N:63])=[C:51]2[C:64]1[CH:69]=[CH:68][C:67]([CH3:70])=[CH:66][CH:65]=1.[NH:71]1[CH2:76][CH2:75][NH:74][CH2:73][C:72]1=[O:77].C(=O)([O-])[O-].[Cs+].[Cs+]. (2) Given the product [CH2:27]([N:4]([CH2:1][CH2:2][CH3:3])[CH2:5][CH2:6][CH2:7][CH2:8][NH:9][C:10]([NH:12][C:13]1[CH:14]=[CH:15][C:16]([CH2:19][N:20]([CH2:21][C:22]2[NH:26][CH:25]=[CH:24][N:23]=2)[CH2:36][C:32]2[N:31]([CH3:30])[CH:35]=[CH:34][N:33]=2)=[CH:17][CH:18]=1)=[O:11])[CH2:28][CH3:29], predict the reactants needed to synthesize it. The reactants are: [CH2:1]([N:4]([CH2:27][CH2:28][CH3:29])[CH2:5][CH2:6][CH2:7][CH2:8][NH:9][C:10]([NH:12][C:13]1[CH:18]=[CH:17][C:16]([CH2:19][NH:20][CH2:21][C:22]2[NH:23][CH:24]=[CH:25][N:26]=2)=[CH:15][CH:14]=1)=[O:11])[CH2:2][CH3:3].[CH3:30][N:31]1[CH:35]=[CH:34][N:33]=[C:32]1[CH:36]=O.C([BH3-])#N.[Na+].C(O)(=O)C. (3) Given the product [Cl:1][C:2]1[CH:21]=[CH:20][CH:19]=[C:18]([Cl:22])[C:3]=1[O:4][CH:5]1[CH2:6][CH2:7][NH:8][CH2:9][CH2:10]1.[C:23]([OH:29])([C:25]([F:28])([F:27])[F:26])=[O:24], predict the reactants needed to synthesize it. The reactants are: [Cl:1][C:2]1[CH:21]=[CH:20][CH:19]=[C:18]([Cl:22])[C:3]=1[O:4][CH:5]1[CH2:10][CH2:9][N:8](C(OC(C)(C)C)=O)[CH2:7][CH2:6]1.[C:23]([OH:29])([C:25]([F:28])([F:27])[F:26])=[O:24]. (4) Given the product [Br:1][C:2]1[CH:7]=[C:6]([O:8][CH3:9])[CH:5]=[C:4]([Cl:10])[C:3]=1[Cl:11], predict the reactants needed to synthesize it. The reactants are: [Br:1][C:2]1[CH:7]=[C:6]([O:8][CH3:9])[CH:5]=[C:4]([Cl:10])[CH:3]=1.[Cl:11]N1C(=O)N(Cl)C(=O)N(Cl)C1=O.CCCCCCC.